Dataset: Forward reaction prediction with 1.9M reactions from USPTO patents (1976-2016). Task: Predict the product of the given reaction. Given the reactants [Cl:1][C:2]1[CH:7]=[C:6](I)[C:5]([F:9])=[CH:4][N:3]=1.[F:10][C:11]1[CH:16]=[CH:15][C:14](B(O)O)=[C:13]([O:20][CH3:21])[CH:12]=1.C(=O)([O-])[O-].[K+].[K+], predict the reaction product. The product is: [Cl:1][C:2]1[CH:7]=[C:6]([C:14]2[CH:15]=[CH:16][C:11]([F:10])=[CH:12][C:13]=2[O:20][CH3:21])[C:5]([F:9])=[CH:4][N:3]=1.